From a dataset of Full USPTO retrosynthesis dataset with 1.9M reactions from patents (1976-2016). Predict the reactants needed to synthesize the given product. (1) Given the product [Si:17]([O:4][CH2:3][C:2]([CH3:7])([CH3:1])[CH2:5][OH:6])([C:14]([CH3:16])([CH3:15])[CH3:13])([CH3:19])[CH3:18], predict the reactants needed to synthesize it. The reactants are: [CH3:1][C:2]([CH3:7])([CH2:5][OH:6])[CH2:3][OH:4].N1C=CN=C1.[CH3:13][C:14]([Si:17](Cl)([CH3:19])[CH3:18])([CH3:16])[CH3:15]. (2) The reactants are: N1CCC[C@H]1C(O)=O.[S:9]1[C:13]([CH:14]=O)=[CH:12][C:11]2[CH:16]=[CH:17][CH:18]=[CH:19][C:10]1=2.[CH3:20][C:21]1([CH3:29])[O:28][C:26](=[O:27])[CH2:25][C:23](=[O:24])[O:22]1.CC1NC(C)=C(C(OCC)=O)CC=1C(OCC)=O. Given the product [S:9]1[C:13]([CH2:14][CH:25]2[C:26](=[O:27])[O:28][C:21]([CH3:29])([CH3:20])[O:22][C:23]2=[O:24])=[CH:12][C:11]2[CH:16]=[CH:17][CH:18]=[CH:19][C:10]1=2, predict the reactants needed to synthesize it.